Predict the product of the given reaction. From a dataset of Forward reaction prediction with 1.9M reactions from USPTO patents (1976-2016). (1) Given the reactants Cl[C:2]1[CH:7]=[CH:6][N:5]=[C:4]([CH:8]([O:11]C)[O:9]C)[CH:3]=1.O[Li].O.[CH2:16]1[CH2:20]OC[CH2:17]1.CO, predict the reaction product. The product is: [NH:5]1[C:6]2[C:7](=[CH:2][CH:17]=[CH:16][CH:20]=2)[CH:3]=[C:4]1[C:8]([OH:9])=[O:11]. (2) Given the reactants [CH3:1][O:2][C:3]([C:5]1[CH:6]=[C:7]([C:14]2[CH:19]=[CH:18][CH:17]=[CH:16][CH:15]=2)[CH:8]=[C:9]([N+:11]([O-])=O)[CH:10]=1)=[O:4], predict the reaction product. The product is: [CH3:1][O:2][C:3]([C:5]1[CH:6]=[C:7]([C:14]2[CH:19]=[CH:18][CH:17]=[CH:16][CH:15]=2)[CH:8]=[C:9]([NH2:11])[CH:10]=1)=[O:4]. (3) Given the reactants [Cl:1][C:2]1[C:7]([CH:8]=[O:9])=[C:6]([O:10][CH3:11])[C:5]([F:12])=[CH:4][CH:3]=1.[Br:13][C:14]1[CH:15]=[C:16]2[C:22]([CH:23]([C:25]3[C:30]([O:31][CH3:32])=[CH:29][CH:28]=[C:27](F)[C:26]=3[Cl:34])[CH3:24])=[CH:21][NH:20][C:17]2=[N:18][CH:19]=1.ClC1C(F)=CC=C(OC)C=1C=O.ClC1C(C=O)=C(F)C(F)=CC=1.C[O-].[Na+], predict the reaction product. The product is: [Br:13][C:14]1[CH:15]=[C:16]2[C:22]([CH:23]([C:25]3[C:26]([Cl:34])=[CH:27][CH:28]=[C:29]([F:12])[C:30]=3[O:31][CH3:32])[CH3:24])=[CH:21][NH:20][C:17]2=[N:18][CH:19]=1.[Cl:1][C:2]1[C:7]([CH:8]=[O:9])=[C:6]([O:10][CH3:11])[C:5]([F:12])=[CH:4][CH:3]=1. (4) Given the reactants [Cl:1][C:2]1[C:3]([NH:8][NH:9][C:10](=[O:15])[C:11]([F:14])([F:13])[F:12])=[N:4][CH:5]=[CH:6][N:7]=1.N1C=CC=CC=1.[Br:22]Br.O, predict the reaction product. The product is: [Br:22][C:6]1[N:7]=[C:2]([Cl:1])[C:3]([NH:8][NH:9][C:10](=[O:15])[C:11]([F:12])([F:13])[F:14])=[N:4][CH:5]=1. (5) Given the reactants [Cl:1][C:2]1[CH:3]=[C:4]([CH2:9][C:10]#[N:11])[CH:5]=[CH:6][C:7]=1[F:8].B.C1COCC1.CO, predict the reaction product. The product is: [Cl:1][C:2]1[CH:3]=[C:4]([CH2:9][CH2:10][NH2:11])[CH:5]=[CH:6][C:7]=1[F:8]. (6) Given the reactants [S-:1][C:2]#[N:3].[Na+].[Cl:5][C:6]1[CH:11]=[C:10]([C:12](Cl)=[O:13])[CH:9]=[C:8]([CH3:15])[N:7]=1.[CH3:16][O:17][C:18]1[CH:19]=[C:20]([NH2:28])[CH:21]=[C:22]([C:24]([F:27])([F:26])[F:25])[CH:23]=1, predict the reaction product. The product is: [Cl:5][C:6]1[CH:11]=[C:10]([C:12]([NH:3][C:2]([NH:28][C:20]2[CH:21]=[C:22]([C:24]([F:26])([F:27])[F:25])[CH:23]=[C:18]([O:17][CH3:16])[CH:19]=2)=[S:1])=[O:13])[CH:9]=[C:8]([CH3:15])[N:7]=1. (7) Given the reactants C(N)(=O)C1C=CC=CC=1.[N+:10]([C:13]1[CH:21]=[CH:20][CH:19]=[CH:18][C:14]=1[C:15]([NH2:17])=[O:16])([O-])=O, predict the reaction product. The product is: [NH2:10][C:13]1[CH:21]=[CH:20][CH:19]=[CH:18][C:14]=1[C:15]([NH2:17])=[O:16]. (8) The product is: [F:44][C:2]([F:1])([F:45])[C:3]1[CH:4]=[C:5]([CH:37]=[C:38]([C:40]([F:41])([F:42])[F:43])[CH:39]=1)[CH2:6][N:7]([CH2:20][C:21]1[CH:22]=[CH:23][CH:24]=[C:25]2[C:29]=1[NH:28][CH2:27][CH2:26]2)[C:8]1[N:13]=[CH:12][C:11]([N:14]2[CH2:15][CH2:16][O:17][CH2:18][CH2:19]2)=[CH:10][N:9]=1. Given the reactants [F:1][C:2]([F:45])([F:44])[C:3]1[CH:4]=[C:5]([CH:37]=[C:38]([C:40]([F:43])([F:42])[F:41])[CH:39]=1)[CH2:6][N:7]([CH2:20][C:21]1[CH:22]=[CH:23][CH:24]=[C:25]2[C:29]=1[N:28](C(OC(C)(C)C)=O)[CH2:27][CH2:26]2)[C:8]1[N:13]=[CH:12][C:11]([N:14]2[CH2:19][CH2:18][O:17][CH2:16][CH2:15]2)=[CH:10][N:9]=1.C(=O)(O)[O-].[Na+].C(OCC)(=O)C, predict the reaction product. (9) Given the reactants [Cl:1][C:2]1[CH:3]=[C:4]([C:9]2[CH:14]=[C:13]([CH3:15])[N:12]=[C:11]([C:16]3[CH:21]=[CH:20][N:19]=[C:18](Cl)[CH:17]=3)[N:10]=2)[CH:5]=[CH:6][C:7]=1[Cl:8].[C:23]([NH:27][S:28]([C:31]1[CH:32]=[C:33](B(O)O)[CH:34]=[CH:35][CH:36]=1)(=[O:30])=[O:29])([CH3:26])([CH3:25])[CH3:24], predict the reaction product. The product is: [C:23]([NH:27][S:28]([C:31]1[CH:32]=[CH:33][CH:34]=[C:35]([C:18]2[CH:17]=[C:16]([C:11]3[N:10]=[C:9]([C:4]4[CH:5]=[CH:6][C:7]([Cl:8])=[C:2]([Cl:1])[CH:3]=4)[CH:14]=[C:13]([CH3:15])[N:12]=3)[CH:21]=[CH:20][N:19]=2)[CH:36]=1)(=[O:30])=[O:29])([CH3:26])([CH3:24])[CH3:25]. (10) Given the reactants Cl[CH2:2][CH2:3][CH2:4]/[C:5](=[N:12]\[S@:13]([C:15]([CH3:18])([CH3:17])[CH3:16])=[O:14])/[CH:6]1[CH2:11][CH2:10][CH2:9][CH2:8][CH2:7]1, predict the reaction product. The product is: [CH3:16][C:15]([S@@:13]([N:12]1[CH2:2][CH2:3][CH2:4][C@@H:5]1[CH:6]1[CH2:11][CH2:10][CH2:9][CH2:8][CH2:7]1)=[O:14])([CH3:18])[CH3:17].